This data is from Catalyst prediction with 721,799 reactions and 888 catalyst types from USPTO. The task is: Predict which catalyst facilitates the given reaction. (1) Reactant: [F:1][C:2]1[CH:3]=[C:4]([C:25]2[CH:26]=[CH:27][C:28]([C:31](O)=[O:32])=[N:29][CH:30]=2)[CH:5]=[CH:6][C:7]=1[O:8][CH2:9][CH:10]1[CH2:15][CH2:14][N:13]([CH2:16][C:17]2([C:21]([F:24])([F:23])[F:22])[CH2:20][CH2:19][CH2:18]2)[CH2:12][CH2:11]1.C(Cl)CCl.C1C=CC2N(O)N=NC=2C=1.CCN(C(C)C)C(C)C.[NH:57]1[CH2:61][CH2:60][CH2:59][C@H:58]1[C:62]([NH2:64])=[O:63]. Product: [F:1][C:2]1[CH:3]=[C:4]([C:25]2[CH:26]=[CH:27][C:28]([C:31]([N:57]3[CH2:61][CH2:60][CH2:59][C@H:58]3[C:62]([NH2:64])=[O:63])=[O:32])=[N:29][CH:30]=2)[CH:5]=[CH:6][C:7]=1[O:8][CH2:9][CH:10]1[CH2:11][CH2:12][N:13]([CH2:16][C:17]2([C:21]([F:24])([F:22])[F:23])[CH2:20][CH2:19][CH2:18]2)[CH2:14][CH2:15]1. The catalyst class is: 34. (2) Reactant: [CH3:1][O:2][CH2:3][CH2:4][O:5][C:6]1[CH:14]=[CH:13][C:9]([C:10]([OH:12])=O)=[CH:8][CH:7]=1.Cl.[CH2:16]([O:18][CH2:19][C@H:20]1[CH2:25][CH2:24][CH2:23][N:22]([CH2:26][C@H:27]2[CH2:32][CH2:31][CH2:30][CH2:29][C@@H:28]2[NH2:33])[CH2:21]1)[CH3:17].C(N(C(C)C)CC)(C)C.CN(C(ON1N=NC2C=CC=NC1=2)=[N+](C)C)C.F[P-](F)(F)(F)(F)F. Product: [CH2:16]([O:18][CH2:19][C@H:20]1[CH2:25][CH2:24][CH2:23][N:22]([CH2:26][C@H:27]2[CH2:32][CH2:31][CH2:30][CH2:29][C@@H:28]2[NH:33][C:10](=[O:12])[C:9]2[CH:8]=[CH:7][C:6]([O:5][CH2:4][CH2:3][O:2][CH3:1])=[CH:14][CH:13]=2)[CH2:21]1)[CH3:17]. The catalyst class is: 3. (3) Reactant: [N+:1]([C:4]1[CH:5]=[N:6][NH:7][CH:8]=1)([O-:3])=[O:2].[H-].[Na+].[CH3:11]I. Product: [CH3:11][N:6]1[CH:5]=[C:4]([N+:1]([O-:3])=[O:2])[CH:8]=[N:7]1. The catalyst class is: 49. (4) Reactant: [CH3:1][O:2][C:3]1[CH:4]=[C:5]2[C:10](=[CH:11][C:12]=1[O:13][CH3:14])[N:9]=[CH:8][CH:7]=[C:6]2[O:15][C:16]1[CH:21]=[CH:20][C:19]([NH:22][C:23]([NH:25][CH2:26][CH2:27][OH:28])=[O:24])=[CH:18][C:17]=1[F:29].CCN(C(C)C)C(C)C.Cl[C:40](Cl)([O:42]C(=O)OC(Cl)(Cl)Cl)Cl. Product: [CH3:1][O:2][C:3]1[CH:4]=[C:5]2[C:10](=[CH:11][C:12]=1[O:13][CH3:14])[N:9]=[CH:8][CH:7]=[C:6]2[O:15][C:16]1[CH:21]=[CH:20][C:19]([NH:22][C:23]([N:25]2[CH2:26][CH2:27][O:28][C:40]2=[O:42])=[O:24])=[CH:18][C:17]=1[F:29]. The catalyst class is: 1. (5) Reactant: [CH3:1][O:2][C:3]1[CH:4]=[C:5]([C:11]2[NH:16][C:15](=[S:17])[C:14]3=[C:18]([CH3:22])[N:19]=[C:20]([CH3:21])[N:13]3[N:12]=2)[CH:6]=[CH:7][C:8]=1[O:9][CH3:10].C(=O)([O-])O.[Na+].Br.[N:29]1[CH:34]=[CH:33][CH:32]=[C:31]([CH2:35]Br)[CH:30]=1.ClCCl. Product: [CH3:1][O:2][C:3]1[CH:4]=[C:5]([C:11]2[N:16]=[C:15]([S:17][CH2:35][C:31]3[CH:30]=[N:29][CH:34]=[CH:33][CH:32]=3)[C:14]3=[C:18]([CH3:22])[N:19]=[C:20]([CH3:21])[N:13]3[N:12]=2)[CH:6]=[CH:7][C:8]=1[O:9][CH3:10]. The catalyst class is: 16. (6) Reactant: [NH2:1][C:2]1[N:7]=[CH:6][C:5]([C:8]2[N:13]=[C:12]([N:14]3[CH2:18][CH:17]4[CH2:19][CH:15]3[CH2:16]4)[N:11]=[C:10]([N:20]3[CH2:25][C@@H:24]4[CH2:26][C@H:21]3[CH2:22][N:23]4C(OC(C)(C)C)=O)[CH:9]=2)=[CH:4][C:3]=1[C:34]([F:37])([F:36])[F:35].FC(F)(F)C(O)=O. Product: [CH:15]12[CH2:16][CH:17]([CH2:19]1)[CH2:18][N:14]2[C:12]1[N:13]=[C:8]([C:5]2[CH:4]=[C:3]([C:34]([F:37])([F:36])[F:35])[C:2]([NH2:1])=[N:7][CH:6]=2)[CH:9]=[C:10]([N:20]2[CH2:25][C@@H:24]3[CH2:26][C@H:21]2[CH2:22][NH:23]3)[N:11]=1. The catalyst class is: 4. (7) Reactant: [Cl:1][C:2]1[C:3](=[O:28])[N:4]([CH2:18][C:19]2[CH:20]=[C:21]3[C:25](=[CH:26][CH:27]=2)[NH:24][CH:23]=[CH:22]3)[CH:5]=[CH:6][C:7]=1[O:8][CH2:9][C:10]1[CH:15]=[CH:14][C:13]([F:16])=[CH:12][C:11]=1[F:17].[BH3-]C#N.[Na+]. Product: [Cl:1][C:2]1[C:3](=[O:28])[N:4]([CH2:18][C:19]2[CH:20]=[C:21]3[C:25](=[CH:26][CH:27]=2)[NH:24][CH2:23][CH2:22]3)[CH:5]=[CH:6][C:7]=1[O:8][CH2:9][C:10]1[CH:15]=[CH:14][C:13]([F:16])=[CH:12][C:11]=1[F:17]. The catalyst class is: 52.